From a dataset of Catalyst prediction with 721,799 reactions and 888 catalyst types from USPTO. Predict which catalyst facilitates the given reaction. (1) Reactant: [CH3:1][O:2][C:3]1[CH:11]=[CH:10][CH:9]=[C:8]2[C:4]=1[C:5](=[O:18])[N:6]([CH2:13][C:14]([O:16]C)=[O:15])[C:7]2=[O:12].Cl. The catalyst class is: 12. Product: [CH3:1][O:2][C:3]1[CH:11]=[CH:10][CH:9]=[C:8]2[C:4]=1[C:5](=[O:18])[N:6]([CH2:13][C:14]([OH:16])=[O:15])[C:7]2=[O:12]. (2) Reactant: [H-].[Na+].[Br:3][C:4]1[CH:9]=[CH:8][C:7]([N+:10]([O-:12])=[O:11])=[CH:6][C:5]=1[NH:13][C:14](=[O:16])[CH3:15].Cl[CH2:18][C:19]([CH3:21])=[CH2:20]. Product: [Br:3][C:4]1[CH:9]=[CH:8][C:7]([N+:10]([O-:12])=[O:11])=[CH:6][C:5]=1[N:13]([CH2:20][C:19]([CH3:21])=[CH2:18])[C:14](=[O:16])[CH3:15]. The catalyst class is: 35.